This data is from Forward reaction prediction with 1.9M reactions from USPTO patents (1976-2016). The task is: Predict the product of the given reaction. (1) Given the reactants [CH3:1][N:2]1[CH:6]=[C:5]([C:7]2[CH:12]=[CH:11][N:10]=[CH:9][CH:8]=2)[C:4]([C:13]2[CH:30]=[CH:29][C:16]([O:17][CH2:18][C:19]3[CH:28]=[CH:27][C:26]4[C:21](=[CH:22][CH:23]=[CH:24][CH:25]=4)[N:20]=3)=[CH:15][CH:14]=2)=[N:3]1.[CH2:31](NN)C, predict the reaction product. The product is: [CH2:1]([N:2]1[CH:6]=[C:5]([C:7]2[CH:8]=[CH:9][N:10]=[CH:11][CH:12]=2)[C:4]([C:13]2[CH:30]=[CH:29][C:16]([O:17][CH2:18][C:19]3[CH:28]=[CH:27][C:26]4[C:21](=[CH:22][CH:23]=[CH:24][CH:25]=4)[N:20]=3)=[CH:15][CH:14]=2)=[N:3]1)[CH3:31]. (2) Given the reactants [CH3:1][C:2]1[CH:19]=[CH:18][C:5]([O:6][C:7]2[CH:12]=[CH:11][C:10]([NH:13][S:14]([CH3:17])(=[O:16])=[O:15])=[CH:9][CH:8]=2)=[CH:4][CH:3]=1.C([O-])([O-])=O.[K+].[K+].[CH3:26][C:27]1([C:30]([O:32][CH3:33])=[O:31])[O:29][CH2:28]1.O.CCOCC, predict the reaction product. The product is: [OH:29][C:27]([CH3:28])([CH2:26][N:13]([C:10]1[CH:11]=[CH:12][C:7]([O:6][C:5]2[CH:18]=[CH:19][C:2]([CH3:1])=[CH:3][CH:4]=2)=[CH:8][CH:9]=1)[S:14]([CH3:17])(=[O:16])=[O:15])[C:30]([O:32][CH3:33])=[O:31].